Dataset: Catalyst prediction with 721,799 reactions and 888 catalyst types from USPTO. Task: Predict which catalyst facilitates the given reaction. The catalyst class is: 2. Product: [CH:1]([N:14]1[CH2:17][C:16](=[O:18])[CH2:15]1)([C:8]1[CH:13]=[CH:12][CH:11]=[CH:10][CH:9]=1)[C:2]1[CH:3]=[CH:4][CH:5]=[CH:6][CH:7]=1. Reactant: [CH:1]([N:14]1[CH2:17][CH:16]([OH:18])[CH2:15]1)([C:8]1[CH:13]=[CH:12][CH:11]=[CH:10][CH:9]=1)[C:2]1[CH:7]=[CH:6][CH:5]=[CH:4][CH:3]=1.